This data is from Reaction yield outcomes from USPTO patents with 853,638 reactions. The task is: Predict the reaction yield, written as a fraction of the theoretical maximum amount of product (1.0 means a 100% yield; for example, 0.34 means a 34% yield). (1) The reactants are [C:1]([C:5]1[CH:9]=[C:8]([NH:10][C:11](OC2C=CC=CC=2)=[O:12])[N:7]([C:20]2[CH:25]=[CH:24][C:23]([CH2:26][C:27]([O:29][CH2:30][CH3:31])=[O:28])=[CH:22][CH:21]=2)[N:6]=1)([CH3:4])([CH3:3])[CH3:2].[N:32]1[CH:37]=[CH:36][C:35]([O:38][C:39]2[CH:45]=[CH:44][C:42]([NH2:43])=[CH:41][CH:40]=2)=[CH:34][CH:33]=1. The yield is 0.700. The catalyst is C1COCC1. The product is [C:1]([C:5]1[CH:9]=[C:8]([NH:10][C:11]([NH:43][C:42]2[CH:41]=[CH:40][C:39]([O:38][C:35]3[CH:36]=[CH:37][N:32]=[CH:33][CH:34]=3)=[CH:45][CH:44]=2)=[O:12])[N:7]([C:20]2[CH:21]=[CH:22][C:23]([CH2:26][C:27]([O:29][CH2:30][CH3:31])=[O:28])=[CH:24][CH:25]=2)[N:6]=1)([CH3:3])([CH3:4])[CH3:2]. (2) The reactants are [CH3:1][N:2]1[C:6]([C:7]2[CH:8]=[C:9]([C:13]([OH:15])=O)[O:10][C:11]=2[CH3:12])=[C:5]([CH3:16])[CH:4]=[N:3]1.[NH2:17][C@@H:18]([CH2:31][C:32]1[CH:37]=[CH:36][CH:35]=[CH:34][C:33]=1[C:38]([F:41])([F:40])[F:39])[CH2:19][N:20]1[C:28](=[O:29])[C:27]2[C:22](=[CH:23][CH:24]=[CH:25][CH:26]=2)[C:21]1=[O:30].C(N(CC)C(C)C)(C)C.F[P-](F)(F)(F)(F)F.Br[P+](N1CCCC1)(N1CCCC1)N1CCCC1. The catalyst is ClCCl. The product is [CH3:1][N:2]1[C:6]([C:7]2[CH:8]=[C:9]([C:13]([NH:17][C@@H:18]([CH2:31][C:32]3[CH:37]=[CH:36][CH:35]=[CH:34][C:33]=3[C:38]([F:41])([F:39])[F:40])[CH2:19][N:20]3[C:28](=[O:29])[C:27]4[C:22](=[CH:23][CH:24]=[CH:25][CH:26]=4)[C:21]3=[O:30])=[O:15])[O:10][C:11]=2[CH3:12])=[C:5]([CH3:16])[CH:4]=[N:3]1. The yield is 0.850. (3) The catalyst is C(OCC)C.O1CCCC1.[Cu]I. The yield is 0.990. The product is [OH:4][C@@H:5]([CH2:13][CH3:1])[C:6]([O:8][CH2:9][CH2:10][CH2:11][CH3:12])=[O:7]. The reactants are [CH3:1][Mg]Br.[O:4]1[CH2:13][C@H:5]1[C:6]([O:8][CH2:9][CH2:10][CH2:11][CH3:12])=[O:7].[Cl-].[NH4+].